This data is from Reaction yield outcomes from USPTO patents with 853,638 reactions. The task is: Predict the reaction yield, written as a fraction of the theoretical maximum amount of product (1.0 means a 100% yield; for example, 0.34 means a 34% yield). The reactants are C(OC([N:11]1[CH:17]([C:18]2[NH:19][C:20]([C:23]3[CH:28]=[CH:27][C:26]([Br:29])=[CH:25][CH:24]=3)=[CH:21][N:22]=2)[CH2:16][C:13]2([CH2:15][CH2:14]2)[CH2:12]1)=O)C1C=CC=CC=1.Br.[CH3:31][O:32][C:33]([NH:35][CH:36]([CH:40]([CH3:42])[CH3:41])[C:37](O)=[O:38])=[O:34].CN(C(ON1N=NC2C=CC=NC1=2)=[N+](C)C)C.F[P-](F)(F)(F)(F)F.CCN(C(C)C)C(C)C. The catalyst is CCOC(C)=O.CN(C=O)C.C(Cl)Cl. The product is [CH3:31][O:32][C:33](=[O:34])[NH:35][CH:36]([C:37]([N:11]1[CH:17]([C:18]2[NH:19][C:20]([C:23]3[CH:28]=[CH:27][C:26]([Br:29])=[CH:25][CH:24]=3)=[CH:21][N:22]=2)[CH2:16][C:13]2([CH2:15][CH2:14]2)[CH2:12]1)=[O:38])[CH:40]([CH3:42])[CH3:41]. The yield is 0.600.